Dataset: P-glycoprotein inhibition data for predicting drug efflux from Broccatelli et al.. Task: Regression/Classification. Given a drug SMILES string, predict its absorption, distribution, metabolism, or excretion properties. Task type varies by dataset: regression for continuous measurements (e.g., permeability, clearance, half-life) or binary classification for categorical outcomes (e.g., BBB penetration, CYP inhibition). Dataset: pgp_broccatelli. (1) The drug is O=C(CCc1ccccc1)c1ccccc1OCCCCCN1CCCCC1. The result is 1 (inhibitor). (2) The drug is COc1ccc2cc([C@H](C)C(=O)O)ccc2c1. The result is 0 (non-inhibitor).